This data is from Catalyst prediction with 721,799 reactions and 888 catalyst types from USPTO. The task is: Predict which catalyst facilitates the given reaction. (1) Reactant: [CH3:1][O:2][C:3](=[O:29])[CH2:4][C:5]1[CH:10]=[CH:9][C:8]([C:11]#[C:12][C:13]2[CH:14]=[C:15]3[C:20](=[C:21]([CH2:23]O)[CH:22]=2)[O:19][C:18]([CH3:26])([CH3:25])[CH2:17][C:16]3([CH3:28])[CH3:27])=[CH:7][CH:6]=1.C1(P(C2C=CC=CC=2)C2C=CC=CC=2)C=CC=CC=1.[Br:49]N1C(=O)CCC1=O. Product: [CH3:1][O:2][C:3](=[O:29])[CH2:4][C:5]1[CH:10]=[CH:9][C:8]([C:11]#[C:12][C:13]2[CH:14]=[C:15]3[C:20](=[C:21]([CH2:23][Br:49])[CH:22]=2)[O:19][C:18]([CH3:26])([CH3:25])[CH2:17][C:16]3([CH3:28])[CH3:27])=[CH:7][CH:6]=1. The catalyst class is: 4. (2) Reactant: [S:1]1[CH:5]=[CH:4][CH:3]=[C:2]1[C:6]([NH:8][CH2:9][C:10]([OH:12])=[O:11])=O.[CH3:13][O:14][CH2:15][C:16]1[O:20][C:19]([CH:21]=O)=[CH:18][CH:17]=1.C([O-])(=O)C.[Na+].C(OC(=O)C)(=O)C. Product: [CH3:13][O:14][CH2:15][C:16]1[O:20][C:19]([CH:21]=[C:9]2[C:10](=[O:11])[O:12][C:6]([C:2]3[S:1][CH:5]=[CH:4][CH:3]=3)=[N:8]2)=[CH:18][CH:17]=1. The catalyst class is: 6. (3) Reactant: [CH:1]1([C@H:4]2[C@H:13]([CH3:14])[C@@H:12]([NH:15][C:16]3[CH:21]=[CH:20][CH:19]=[C:18]([CH3:22])[N:17]=3)[C:11]3[C:6](=[CH:7][CH:8]=[C:9]([C:23]4[CH2:24][CH2:25][NH:26][CH2:27][CH:28]=4)[CH:10]=3)[N:5]2[C:29](=[O:31])[CH3:30])[CH2:3][CH2:2]1. Product: [CH:1]1([C@H:4]2[C@H:13]([CH3:14])[C@@H:12]([NH:15][C:16]3[CH:21]=[CH:20][CH:19]=[C:18]([CH3:22])[N:17]=3)[C:11]3[C:6](=[CH:7][CH:8]=[C:9]([CH:23]4[CH2:24][CH2:25][NH:26][CH2:27][CH2:28]4)[CH:10]=3)[N:5]2[C:29](=[O:31])[CH3:30])[CH2:2][CH2:3]1. The catalyst class is: 29. (4) Reactant: [F:1][CH:2]([F:31])[N:3]1[N:19]=[CH:18][C:17]2[NH:16][C:15](=[O:20])[C@H:14]([CH3:21])[CH:13]=[CH:12][CH2:11][C@H:10]([NH:22][C:23](=[O:29])[O:24][C:25]([CH3:28])([CH3:27])[CH3:26])[C:9]3[CH:30]=[C:5]([CH:6]=[CH:7][CH:8]=3)[C:4]1=2. Product: [F:31][CH:2]([F:1])[N:3]1[N:19]=[CH:18][C:17]2[NH:16][C:15](=[O:20])[C@H:14]([CH3:21])[CH2:13][CH2:12][CH2:11][C@H:10]([NH:22][C:23](=[O:29])[O:24][C:25]([CH3:26])([CH3:28])[CH3:27])[C:9]3[CH:30]=[C:5]([CH:6]=[CH:7][CH:8]=3)[C:4]1=2. The catalyst class is: 867. (5) Reactant: Br[C:2]1[O:3][C:4]2[C:24]([O:25]C(=O)C)=[C:23]([O:29][CH3:30])[CH:22]=[CH:21][C:5]=2[C:6]=1[C:7](=[O:20])[C:8]1[CH:13]=[C:12]([O:14][CH3:15])[C:11]([O:16][CH3:17])=[C:10]([O:18][CH3:19])[CH:9]=1.[NH2:31][CH2:32][C:33]([OH:35])=[O:34].C(=O)([O-])[O-].[K+].[K+]. Product: [OH:25][C:24]1[C:4]2[O:3][C:2]([NH:31][CH2:32][C:33]([OH:35])=[O:34])=[C:6]([C:7](=[O:20])[C:8]3[CH:13]=[C:12]([O:14][CH3:15])[C:11]([O:16][CH3:17])=[C:10]([O:18][CH3:19])[CH:9]=3)[C:5]=2[CH:21]=[CH:22][C:23]=1[O:29][CH3:30]. The catalyst class is: 144. (6) Reactant: [CH2:1]([O:3][C:4]([C:6]1[N:7]=[C:8]2[CH:13]=[C:12]([CH:14](Br)Br)[CH:11]=[CH:10][N:9]2[C:17]=1[C:18]1[CH:23]=[CH:22][CH:21]=[CH:20][CH:19]=1)=[O:5])[CH3:2].[O:24]1CCOCC1. Product: [CH2:1]([O:3][C:4]([C:6]1[N:7]=[C:8]2[CH:13]=[C:12]([CH:14]=[O:24])[CH:11]=[CH:10][N:9]2[C:17]=1[C:18]1[CH:23]=[CH:22][CH:21]=[CH:20][CH:19]=1)=[O:5])[CH3:2]. The catalyst class is: 716.